Predict which catalyst facilitates the given reaction. From a dataset of Catalyst prediction with 721,799 reactions and 888 catalyst types from USPTO. Reactant: C[O:2][C:3](=[O:16])[CH:4](Br)[C:5]1[CH:10]=[CH:9][C:8]([S:11]([CH3:14])(=[O:13])=[O:12])=[CH:7][CH:6]=1.[CH:17]1([SH:22])[CH2:21][CH2:20][CH2:19][CH2:18]1.[NH2:23][C:24]1[S:25][CH:26]=[CH:27][N:28]=1. Product: [CH:17]1([S:22][CH:4]([C:5]2[CH:10]=[CH:9][C:8]([S:11]([CH3:14])(=[O:13])=[O:12])=[CH:7][CH:6]=2)[C:3]([OH:2])=[O:16])[CH2:21][CH2:20][CH2:19][CH2:18]1.[CH:17]1([S:22][CH:4]([C:5]2[CH:6]=[CH:7][C:8]([S:11]([CH3:14])(=[O:12])=[O:13])=[CH:9][CH:10]=2)[C:3]([NH:23][C:24]2[S:25][CH:26]=[CH:27][N:28]=2)=[O:16])[CH2:21][CH2:20][CH2:19][CH2:18]1. The catalyst class is: 1.